Dataset: Full USPTO retrosynthesis dataset with 1.9M reactions from patents (1976-2016). Task: Predict the reactants needed to synthesize the given product. Given the product [CH3:16][C:17]1([CH3:20])[O:18][C:8](=[NH:9])[N:7]([CH2:6][C@H:2]2[CH2:3][CH2:4][CH2:5][O:1]2)[CH2:19]1, predict the reactants needed to synthesize it. The reactants are: [O:1]1[CH2:5][CH2:4][CH2:3][C@@H:2]1[CH2:6][NH:7][C:8]#[N:9].C(=O)([O-])[O-].[Cs+].[Cs+].[CH3:16][C:17]1([CH3:20])[CH2:19][O:18]1.O.